This data is from Catalyst prediction with 721,799 reactions and 888 catalyst types from USPTO. The task is: Predict which catalyst facilitates the given reaction. Reactant: [CH3:1][C:2]([CH3:18])([CH3:17])[CH2:3][C:4]([NH:6][CH:7]([C:9]1[CH:14]=[CH:13][C:12]([NH2:15])=[C:11]([I:16])[CH:10]=1)[CH3:8])=[CH2:5].Cl[CH2:20][CH2:21][S:22](Cl)(=[O:24])=[O:23].N1C=CC=CC=1. Product: [CH3:18][C:2]([CH3:17])([CH3:1])[CH2:3][C:4]([NH:6][CH:7]([C:9]1[CH:14]=[CH:13][C:12]([NH:15][S:22]([CH:21]=[CH2:20])(=[O:24])=[O:23])=[C:11]([I:16])[CH:10]=1)[CH3:8])=[CH2:5]. The catalyst class is: 2.